This data is from Full USPTO retrosynthesis dataset with 1.9M reactions from patents (1976-2016). The task is: Predict the reactants needed to synthesize the given product. (1) Given the product [C:17]([O:16][C:14]([N:12]1[CH2:13][C@@H:9]([C:4]2[CH:5]=[CH:6][C:7]([Cl:8])=[C:2]([Cl:1])[CH:3]=2)[C@H:10]([C:21]([OH:23])=[O:22])[CH2:11]1)=[O:15])([CH3:20])([CH3:18])[CH3:19], predict the reactants needed to synthesize it. The reactants are: [Cl:1][C:2]1[CH:3]=[C:4]([C@@H:9]2[CH2:13][N:12]([C:14]([O:16][C:17]([CH3:20])([CH3:19])[CH3:18])=[O:15])[CH2:11][C@H:10]2[C:21]([O:23]C)=[O:22])[CH:5]=[CH:6][C:7]=1[Cl:8].[Li+].[OH-].Cl. (2) Given the product [CH2:1]([N:3]1[CH:7]=[C:6]([C:8]2[CH:13]=[CH:12][N:11]=[C:10]3[NH:14][CH:15]=[CH:16][C:9]=23)[C:5]([C:17]2[CH:23]=[CH:22][C:20]([NH:21][C:24](=[O:31])[C:25]3[CH:30]=[CH:29][CH:28]=[CH:27][CH:26]=3)=[CH:19][CH:18]=2)=[N:4]1)[CH3:2], predict the reactants needed to synthesize it. The reactants are: [CH2:1]([N:3]1[CH:7]=[C:6]([C:8]2[CH:13]=[CH:12][N:11]=[C:10]3[NH:14][CH:15]=[CH:16][C:9]=23)[C:5]([C:17]2[CH:23]=[CH:22][C:20]([NH2:21])=[CH:19][CH:18]=2)=[N:4]1)[CH3:2].[C:24](Cl)(=[O:31])[C:25]1[CH:30]=[CH:29][CH:28]=[CH:27][CH:26]=1. (3) Given the product [Br:1][C:2]1[N:6]2[N:7]=[C:8]([Cl:12])[CH:9]=[C:10]([C:15]3[CH:16]=[N:17][CH:18]=[CH:19][C:14]=3[CH3:13])[C:5]2=[N:4][CH:3]=1, predict the reactants needed to synthesize it. The reactants are: [Br:1][C:2]1[N:6]2[N:7]=[C:8]([Cl:12])[CH:9]=[C:10](Br)[C:5]2=[N:4][CH:3]=1.[CH3:13][C:14]1[CH:19]=[CH:18][N:17]=[CH:16][C:15]=1B(O)O.[O-]P([O-])([O-])=O.[K+].[K+].[K+].